This data is from Reaction yield outcomes from USPTO patents with 853,638 reactions. The task is: Predict the reaction yield, written as a fraction of the theoretical maximum amount of product (1.0 means a 100% yield; for example, 0.34 means a 34% yield). (1) The reactants are [NH2:1][CH2:2][CH2:3][CH2:4][OH:5].FC(F)(F)S(O[Si:12]([CH:19]([CH3:21])[CH3:20])([CH:16]([CH3:18])[CH3:17])[CH:13]([CH3:15])[CH3:14])(=O)=O.C(N(CC)CC)C.[C:31]([O:35][C:36](=[O:39])[CH2:37]Br)([CH3:34])([CH3:33])[CH3:32]. The catalyst is ClCCl. The product is [C:31]([O:35][C:36](=[O:39])[CH2:37][NH:1][CH2:2][CH2:3][CH2:4][O:5][Si:12]([CH:19]([CH3:21])[CH3:20])([CH:16]([CH3:18])[CH3:17])[CH:13]([CH3:15])[CH3:14])([CH3:34])([CH3:33])[CH3:32]. The yield is 0.250. (2) The reactants are [CH2:1]([O:3][C:4]([C:6]1[N:10]([CH2:11][C:12]2[CH:17]=[C:16]([C:18]([F:21])([F:20])[F:19])[CH:15]=[C:14]([C:22]([F:25])([F:24])[F:23])[CH:13]=2)[C:9]2[C:26](Br)=[CH:27][S:28][C:8]=2[C:7]=1I)=[O:5])[CH3:2].[C:31]1(B(O)O)[CH:36]=[CH:35][CH:34]=[CH:33][CH:32]=1.[O-]P([O-])([O-])=O.[K+].[K+].[K+].[C:48]1(C)[CH:53]=[CH:52][CH:51]=[CH:50][C:49]=1P([C:48]1[CH:53]=[CH:52][CH:51]=[CH:50][C:49]=1C)[C:48]1[CH:53]=[CH:52][CH:51]=[CH:50][C:49]=1C. The catalyst is CC([O-])=O.CC([O-])=O.[Pd+2].C1(C)C=CC=CC=1. The product is [CH2:1]([O:3][C:4]([C:6]1[N:10]([CH2:11][C:12]2[CH:17]=[C:16]([C:18]([F:21])([F:20])[F:19])[CH:15]=[C:14]([C:22]([F:25])([F:24])[F:23])[CH:13]=2)[C:9]2[C:26]([C:31]3[CH:36]=[CH:35][CH:34]=[CH:33][CH:32]=3)=[CH:27][S:28][C:8]=2[C:7]=1[C:48]1[CH:53]=[CH:52][CH:51]=[CH:50][CH:49]=1)=[O:5])[CH3:2]. The yield is 0.470.